Dataset: Forward reaction prediction with 1.9M reactions from USPTO patents (1976-2016). Task: Predict the product of the given reaction. (1) The product is: [CH2:25]([O:32][C:33]1[CH:34]=[CH:35][C:36]([O:42][CH:43]([CH3:45])[CH3:44])=[C:37]([C:38]2[NH:15][N:14]=[C:13]([O:16][CH2:17][C:18]3[CH:23]=[CH:22][CH:21]=[CH:20][C:19]=3[F:24])[CH:12]=2)[CH:41]=1)[C:26]1[CH:31]=[CH:30][CH:29]=[CH:28][CH:27]=1. Given the reactants COC1C(OC)=CC=CC=1C1[NH:15][N:14]=[C:13]([O:16][CH2:17][C:18]2[CH:23]=[CH:22][CH:21]=[CH:20][C:19]=2[F:24])[CH:12]=1.[CH2:25]([O:32][C:33]1[CH:34]=[CH:35][C:36]([O:42][CH:43]([CH3:45])[CH3:44])=[C:37]([CH:41]=1)[C:38](O)=O)[C:26]1[CH:31]=[CH:30][CH:29]=[CH:28][CH:27]=1, predict the reaction product. (2) Given the reactants [OH:1][C:2]([C:16]1[NH:20][C:19]2[CH:21]=[CH:22][C:23]([C:25]#[N:26])=[CH:24][C:18]=2[N:17]=1)([C:4]1[C:12]([O:13][CH3:14])=[CH:11][C:10]([CH3:15])=[C:9]2[C:5]=1[CH:6]=[CH:7][NH:8]2)[CH3:3].C1C(=O)N([Cl:34])C(=O)C1, predict the reaction product. The product is: [Cl:34][C:6]1[C:5]2[C:9](=[C:10]([CH3:15])[CH:11]=[C:12]([O:13][CH3:14])[C:4]=2[C:2]([C:16]2[NH:20][C:19]3[CH:21]=[CH:22][C:23]([C:25]#[N:26])=[CH:24][C:18]=3[N:17]=2)([OH:1])[CH3:3])[NH:8][CH:7]=1. (3) Given the reactants [NH2:1][NH:2][C:3](=[NH:14])[C:4]1[C:9]([C:10]([F:13])([F:12])[F:11])=[CH:8][CH:7]=[N:6][CH:5]=1.[Br:15][C:16]1[CH:23]=[CH:22][C:19]([CH:20]=O)=[CH:18][CH:17]=1, predict the reaction product. The product is: [Br:15][C:16]1[CH:23]=[CH:22][C:19]([C:20]2[NH:1][N:2]=[C:3]([C:4]3[CH:5]=[N:6][CH:7]=[CH:8][C:9]=3[C:10]([F:11])([F:12])[F:13])[N:14]=2)=[CH:18][CH:17]=1. (4) Given the reactants [C:1]([OH:9])(=[O:8])[C:2]([CH2:4][C:5]([OH:7])=[O:6])=[CH2:3].C(O)C.[H][H], predict the reaction product. The product is: [CH3:3][C@@H:2]([CH2:4][C:5]([OH:7])=[O:6])[C:1]([OH:9])=[O:8]. (5) Given the reactants C[O:2][C:3]([C@@H:5]1[CH2:9][C@@H:8]([C:10]2[CH:15]=[CH:14][CH:13]=[CH:12][CH:11]=2)[CH2:7][N:6]1[C:16]([O:18][C:19]([CH3:22])([CH3:21])[CH3:20])=[O:17])=O.[H-].[Al+3].[Li+].[H-].[H-].[H-].O1CCCC1.O, predict the reaction product. The product is: [C:19]([O:18][C:16]([N:6]1[CH2:7][C@H:8]([C:10]2[CH:11]=[CH:12][CH:13]=[CH:14][CH:15]=2)[CH2:9][C@H:5]1[CH2:3][OH:2])=[O:17])([CH3:22])([CH3:21])[CH3:20]. (6) Given the reactants CC([O-])(C)C.[K+].C[O:8][C:9](=O)[CH:10]([NH:20][C:21](=[O:31])[CH2:22][C:23]1[CH:28]=[C:27]([CH3:29])[CH:26]=[CH:25][C:24]=1[CH3:30])[CH2:11][CH:12]1[CH2:17][CH2:16][N:15]([O:18][CH3:19])[CH2:14][CH2:13]1.Cl, predict the reaction product. The product is: [CH3:30][C:24]1[CH:25]=[CH:26][C:27]([CH3:29])=[CH:28][C:23]=1[C:22]1[C:21](=[O:31])[NH:20][CH:10]([CH2:11][CH:12]2[CH2:13][CH2:14][N:15]([O:18][CH3:19])[CH2:16][CH2:17]2)[C:9]=1[OH:8].